This data is from Forward reaction prediction with 1.9M reactions from USPTO patents (1976-2016). The task is: Predict the product of the given reaction. Given the reactants [C:1]1([CH2:7][O:8][C:9]([N:11]2[CH2:16][CH:15]=[C:14]([C:17]3[CH:22]=[CH:21][C:20]([N:23]4[CH2:27][C@H:26]([CH2:28][OH:29])[O:25][C:24]4=[O:30])=[CH:19][CH:18]=3)[CH2:13][CH2:12]2)=[O:10])[CH:6]=[CH:5][CH:4]=[CH:3][CH:2]=1.C(N(CC)CC)C.[CH3:38][S:39](Cl)(=[O:41])=[O:40], predict the reaction product. The product is: [C:1]1([CH2:7][O:8][C:9]([N:11]2[CH2:12][CH:13]=[C:14]([C:17]3[CH:22]=[CH:21][C:20]([N:23]4[CH2:27][C@H:26]([CH2:28][O:29][S:39]([CH3:38])(=[O:41])=[O:40])[O:25][C:24]4=[O:30])=[CH:19][CH:18]=3)[CH2:15][CH2:16]2)=[O:10])[CH:2]=[CH:3][CH:4]=[CH:5][CH:6]=1.